This data is from Peptide-MHC class II binding affinity with 134,281 pairs from IEDB. The task is: Regression. Given a peptide amino acid sequence and an MHC pseudo amino acid sequence, predict their binding affinity value. This is MHC class II binding data. The binding affinity (normalized) is 0.677. The peptide sequence is NNEPTAAAIAYGLDR. The MHC is HLA-DQA10102-DQB10602 with pseudo-sequence HLA-DQA10102-DQB10602.